Dataset: Experimentally validated miRNA-target interactions with 360,000+ pairs, plus equal number of negative samples. Task: Binary Classification. Given a miRNA mature sequence and a target amino acid sequence, predict their likelihood of interaction. (1) The miRNA is hsa-miR-34a-5p with sequence UGGCAGUGUCUUAGCUGGUUGU. The protein sequence of the target gene is MSAAQGWDRNRRRGGGAAGAGGGGSGAGGGSGGSGGRGTGQLNRFVQLSGRPHLPGKKKIRWDPVRRRFIQSCPIIRIPNRFLRGHRPPPARSGHRCVADNTNLYVFGGYNPDYDESGGPDNEDYPLFRELWRYHFATGVWHQMGTDGYMPRELASMSLVLHGNNLLVFGGTGIPFGESNGNDVHVCNVKYKRWALLSCRGKKPSRIYGQAMAIINGSLYVFGGTTGYIYSTDLHKLDLNTREWTQLKPNNLSCDLPEERYRHEIAHDGQRIYILGGGTSWTAYSLNKIHAYNLETNAWE.... Result: 1 (interaction). (2) The miRNA is hsa-miR-6748-3p with sequence UCCUGUCCCUGUCUCCUACAG. The protein sequence of the target gene is MARLTKRRQADTKAIQHLWAAIEIIRNQKQIANIDRITKYMSRVHGMHPKETTRQLSLAVKDGLIVETLTVGCKGSKAGIEQEGYWLPGDEIDWETENHDWYCFECHLPGEVLICDLCFRVYHSKCLSDEFRLRDSSSPWQCPVCRSIKKKNTNKQEMGTYLRFIVSRMKERAIDLNKKGKDNKHPMYRRLVHSAVDVPTIQEKVNEGKYRSYEEFKADAQLLLHNTVIFYGADSEQADIARMLYKDTCHELDELQLCKNCFYLSNARPDNWFCYPCIPNHELVWAKMKGFGFWPAKVMQ.... Result: 0 (no interaction). (3) The miRNA is mmu-miR-3088-3p with sequence UUCAUGAGCAGCUGCAAAGGUGU. The protein sequence of the target gene is METKENRWVPVTVLPGCVGCRTVAALASWTVRDVKERIFAETGFPVSEQRLWRGGRELSDWIKIGDLTSKNCHLFVNLQSKGLKGGGRFGQTTPPLVDFLKDILRRYPEGGQILKELIQNAEDAGATEVKFLYDETQYGTETLWSKDMAPYQGPALYVYNNAVFTPEDWHGIQEIARSRKKDDPLKVGRFGIGFNSVYHITDVPCIFSGDQIGMLDPHQTLFGPHESGQCWNLKDDSKEISELSDQFAPFVGIFGSTKETFINGNFPGTFFRFPLRLQPSQLSSNLYNKQKVLELFESFR.... Result: 0 (no interaction). (4) Result: 0 (no interaction). The protein sequence of the target gene is MSRSRHARPSRLVRKEDVNKKKKNSQLRKTTKGANKNVASVKTLSPGKLKQLIQERDVKKKTEPKPPVPVRSLLTRAGAARMNLDRTEVLFQNPESLTCNGFTMALRSTSLSRRLSQPPLVVAKSKKVPLSKGLEKQHDCDYKILPALGVKHSENDSVPMQDTQVLPDIETLIGVQNPSLLKGKSQETTQFWSQRVEDSKINIPTHSGPAAEILPGPLEGTRCGEGLFSEETLNDTSGSPKMFAQDTVCAPFPQRATPKVTSQGNPSIQLEELGSRVESLKLSDSYLDPIKSEHDCYPTS.... The miRNA is bta-miR-155 with sequence UUAAUGCUAAUCGUGAUAGGGGU. (5) The protein sequence of the target gene is MGNGLSDQTSILSNLPSFQSFHIVILGLDCAGKTTVLYRLQFNEFVNTVPTKGFNTEKIKVTLGNSKTVTFHFWDVGGQEKLRPLWKSYTRCTDGIVFVVDSVDVERMEEAKTELHKITRISENQGVPVLIVANKQDLRNSLSLSEIEKLLAMGELSSSTPWHLQPTCAIIGDGLKEGLEKLHDMIIKRRKMLRQQKKKR. Result: 0 (no interaction). The miRNA is cel-miR-1819-3p with sequence UGGAAUGAUUGAGCUUGAUGGA. (6) Result: 1 (interaction). The miRNA is hsa-miR-4739 with sequence AAGGGAGGAGGAGCGGAGGGGCCCU. The protein sequence of the target gene is MEPPNLYPVKLYVYDLSKGLARRLSPIMLGKQLEGIWHTSIVVHKDEFFFGSGGISSCPPGGTLLGPPDSVVDVGSTEVTEEIFLEYLSSLGESLFRGEAYNLFEHNCNTFSNEVAQFLTGRKIPSYITDLPSEVLSTPFGQALRPLLDSIQIQPPGGSSVGRPNGQS. (7) The miRNA is hsa-miR-1183 with sequence CACUGUAGGUGAUGGUGAGAGUGGGCA. The protein sequence of the target gene is MTVEQNVLQQSAAQKHQQTFLNQLREITGINDTQILQQALKDSNGNLELAVAFLTAKNAKTPQQEETTYYQTALPGNDRYISVGSQADTNVIDLTGDDKDDLQRAIALSLAESNRAFRETGITDEEQAISRVLEASIAENKACLKRTPTEVWRDSRNPYDRKRQDKAPVGLKNVGNTCWFSAVIQSLFNLLEFRRLVLNYKPPSNAQDLPRNQKEHRNLPFMRELRYLFALLVGTKRKYVDPSRAVEILKDAFKSNDSQQQDVSEFTHKLLDWLEDAFQMKAEEETDEEKPKNPMVELFY.... Result: 0 (no interaction). (8) The miRNA is hsa-miR-450a-5p with sequence UUUUGCGAUGUGUUCCUAAUAU. The protein sequence of the target gene is MKHIPVLEDGPWKTVCVKELNGLKKLKRKGKEPARRANGYKTFRLDLEAPEPRAVATNGLRDRTHRLQPVPVPVPVPVPVAPAVPPRGGTDTAGERGGSRAPEVSDARKRCFALGAVGPGLPTPPPPPPPAPQSQAPGGPEAQPFREPGLRPRILLCAPPARPAPSAPPAPPAPPESTVRPAPPTRPGESSYSSISHVIYNNHQDSSASPRKRPGEATAASSEIKALQQTRRLLANARERTRVHTISAAFEALRKQVPCYSYGQKLSKLAILRIACNYILSLARLADLDYSADHSNLSFS.... Result: 0 (no interaction). (9) The miRNA is hsa-miR-3915 with sequence UUGAGGAAAAGAUGGUCUUAUU. The protein sequence of the target gene is MKITRQKHAKKHLGFFRNNFGVREPYQILLDGTFCQAALRGRIQLREQLPRYLMGETQLCTTRCVLKELETLGKDLYGAKLIAQKCQVRNCPHFKNAVSGSECLLSMVEEGNPHHYFVATQDQNLSVKVKKKPGVPLMFIIQNTMVLDKPSPKTIAFVKAVESGQLVSVHEKESIKHLKEEQGLVKNTEQSRRKKRKKISGPNPLSCLKKKKKAPDTQSSASEKKRKRKRIRNRSNPKVLSEKQNAEGE. Result: 0 (no interaction). (10) The miRNA is mmu-miR-3058-3p with sequence UUCCUGUCAGCCGUGGGUGCC. The protein sequence of the target gene is MEGMDVDLDPELMQKFSCLGTTDKDVLISEFQRLLGFQLNPAGCAFFLDMTNWNLQAAIGAYYDFESPNISVPSMSFVEDVTIGEGESIPPDTQFIKTWRIQNSGAEAWPPGVCLKYVGGDQFGHVNMVMVRSLEPQEIADVSVQMCSPSRAGMYQGQWRMCTATGLYYGDVIWVILSVEVGGLLGVTQQLSSFETEFNTQPHRKVEGNFNPFASPQKNRQSDENNLTDPGGSEFDSISKNTWAPVPEQSEQDQDRLSQSSVNLSPSSPANNLSVVTYSKGLHGPYPFGQS. Result: 0 (no interaction).